Dataset: Experimentally validated miRNA-target interactions with 360,000+ pairs, plus equal number of negative samples. Task: Binary Classification. Given a miRNA mature sequence and a target amino acid sequence, predict their likelihood of interaction. (1) The miRNA is hsa-miR-3658 with sequence UUUAAGAAAACACCAUGGAGAU. The protein sequence of the target gene is MPWDTRPGRSANGGPEGPGAARLRVQKQCRKSSFAFYLAVRDQLPVWLLEDIRASEAFHCDERGRAAAYSPSEALLYALVHDHQAYAHYLLATFPRCALAPPSAGFRCCTAPGPHVALAVRYNRVGILRRILRTVQDFPVEERVRLLDRRGCSRVEGGGTSLHVACELARPECLFLLLGHGASPGLRDGSGFTPLELLLRQLNQDASSAPTKAEAASATVNAATANTTSSEEVCQRRLLLLDLLVLYTPGGVVGPARCELLGDQLRWQRLLGEDKFQWLAGLAPPSLFVRAMQVLVTTIS.... Result: 0 (no interaction). (2) The miRNA is hsa-miR-5680 with sequence GAGAAAUGCUGGACUAAUCUGC. The protein sequence of the target gene is MRRVLRLLLGCFLTELCARVCRAQERAGHGQLAQLGGVLLLAGGNRSGAASGEASEGAEASDAPPTRAPTPDFCRGYFDVMGQWDPPFNCSSGDFIFCCGTCGFRFCCTFKKRRLNQSTCTNYDTPLWLNTGKPPARKDDPLHDPTKDKTNLIVYIICGVVAVMVLVGIFTKLGLEKAHRPQREHMSRALADVMRPQGHCNTDHMERDLNIVVHVQHYENMDTRTPINNLHATQMNNAVPTSPLLQQMGHPHSYPNLGQISNPYEQQPPGKELNKYASLKAVGSSDGDWAVSTLKSPKAD.... Result: 1 (interaction). (3) The miRNA is hsa-miR-3907 with sequence AGGUGCUCCAGGCUGGCUCACA. The protein sequence of the target gene is MEGTHCTLQLHKPITELCYISFCLPKGEVRGFSYKGTVTLDRSNKGFHNCYQVREESDIISLSQEPDEHPGDIFFKQTPTKDILTELYKLTTERERLLTNLLSSDHILGITMGNQEGKLQELSVSLAPEDDCFQSAGDWQGELPVGPLNKRSTHGNKKPRRSSGRRESFGALPQKRTKRKGRGGRESAPLMGKDKICSSHSLPLSRTRPNLWVLEEKGNLLPNGALACSLQRRESCPPDIPKTPDTDLGFGSFETAFKDTGLGREVLPPDCSSTEAGGDGIRRPPSGLEHQQTGLSESHQ.... Result: 1 (interaction). (4) The miRNA is mmu-miR-27b-3p with sequence UUCACAGUGGCUAAGUUCUGC. The protein sequence of the target gene is MTSMASLFSFTSPAVKRLLGWKQGDEEEKWAEKAVDALVKKLKKKKGAMEELEKALSSPGQPSKCVTIPRSLDGRLQVSHRKGLPHVIYCRVWRWPDLQSHHELKPLDICEFPFGSKQKEVCINPYHYKRVESPVLPPVLVPRHNEFNPQHSLLVQFRNLSHNEPHMPQNATFPDSFHQPNNAPFPLSPNSPYPPSPASSTYPNSPASSGPGSPFQLPADTPPPAYMPPDDQMAPDNSQPMDTSSNMIPQTMPSISSRDVQPVAYEEPKHWCSIVYYELNNRVGEAFHASSTSVLVDGFT.... Result: 1 (interaction). (5) The miRNA is cel-miR-2-3p with sequence UAUCACAGCCAGCUUUGAUGUGC. The protein sequence of the target gene is MKNKGAKQKLKRKGAASAFGCDLTEYLESSGQDVPYVLKSCAEFIETHGIVDGIYRLSGITSNIQRLRQEFGSDQCPDLTREVYLQDIHCVGSLCKLYFRELPNPLLTYELYEKFTEAVSHRPEEGQLARIQNVILELPPPHYRTLEYLIRHLAHIASFSSKTNMHARNLALVWAPNLLRSKKIEATICNGDAAFLAVRVQQVVIEFILNHADQIFNGGAPGALQQDESRTITKSLTLPALSLPMKLVSLEEAQARSLATNHPARKERRENSLPEIVPPPFHTVLELPDNKRKLSSKSKK.... Result: 0 (no interaction). (6) The protein sequence of the target gene is MAEVGGVFASLDWDLHGFSSSLGNVPLADSPGFLNERLGQIEGKLQRGSPTDFAHLKGILRRRQLYCRTGFHLEIFPNGTVHGTRHDHSRFGILEFISLAVGLISIRGVDSGLYLGMNERGELYGSKKLTRECVFREQFEENWYNTYASTLYKHSDSERQYYVALNKDGSPREGYRTKRHQKFTHFLPRPVDPSKLPSMSRDLFHYR. Result: 0 (no interaction). The miRNA is hsa-miR-6084 with sequence UUCCGCCAGUCGGUGGCCGG. (7) The miRNA is hsa-miR-3692-5p with sequence CCUGCUGGUCAGGAGUGGAUACUG. The protein sequence of the target gene is MTKKKRENLGVAQEIDGLEEKLSRCRKDLEAVTSQLYRAELSPEDRRSLEKEKHTLMNKASKYEKELKLLRHENRKNTLLSVAIFTVFALLYAYWTM. Result: 0 (no interaction). (8) The miRNA is mmu-miR-7035-3p with sequence UCUGAGCCGCUGUCCCUGCAG. The protein sequence of the target gene is MPQLDSGGGGAGGGDDLGAPDELLAFQDEGEEQDDKSRDSAAGPERDLAELKSSLVNESEGAAGGAGIPGVPGAGAGARGEAEALGREHAAQRLFPDKLPEPLEDGLKAPECTSGMYKETVYSAFNLLMHYPPPSGAGQHPQPQPPLHKANQPPHGVPQLSLYEHFNSPHPTPAPADISQKQVHRPLQTPDLSGFYSLTSGSMGQLPHTVSWFTHPSLMLGSGVPGHPAAIPHPAIVPPSGKQELQPFDRNLKTQAESKAEKEAKKPTIKKPLNAFMLYMKEMRAKVIAECTLKESAAIN.... Result: 0 (no interaction). (9) The miRNA is hsa-miR-629-3p with sequence GUUCUCCCAACGUAAGCCCAGC. Result: 1 (interaction). The protein sequence of the target gene is MSQYAPSPDFKRALDSSPEANTEDDKTEEDVPMPKNYLWLTIVSCFCPAYPINIVALVFSIMSLNSYNDGDYEGARRLGRNAKWVAIASIIIGLLIIGISCAVHFTRNA.